From a dataset of Peptide-MHC class I binding affinity with 185,985 pairs from IEDB/IMGT. Regression. Given a peptide amino acid sequence and an MHC pseudo amino acid sequence, predict their binding affinity value. This is MHC class I binding data. (1) The peptide sequence is RPNMSRHLF. The MHC is HLA-A26:01 with pseudo-sequence HLA-A26:01. The binding affinity (normalized) is 0. (2) The peptide sequence is ALDISFTGA. The MHC is HLA-A02:12 with pseudo-sequence HLA-A02:12. The binding affinity (normalized) is 0.539. (3) The peptide sequence is IRFPKTFGF. The MHC is Mamu-B17 with pseudo-sequence Mamu-B17. The binding affinity (normalized) is 0.729. (4) The peptide sequence is TVPWPNASL. The MHC is HLA-A02:06 with pseudo-sequence HLA-A02:06. The binding affinity (normalized) is 0.194. (5) The peptide sequence is RVLDALTAL. The MHC is HLA-B07:02 with pseudo-sequence HLA-B07:02. The binding affinity (normalized) is 0.680. (6) The binding affinity (normalized) is 0.186. The peptide sequence is QEGAMHTAL. The MHC is HLA-B44:02 with pseudo-sequence HLA-B44:02. (7) The peptide sequence is SLCSCICTV. The MHC is HLA-A02:02 with pseudo-sequence HLA-A02:02. The binding affinity (normalized) is 0.873.